This data is from Full USPTO retrosynthesis dataset with 1.9M reactions from patents (1976-2016). The task is: Predict the reactants needed to synthesize the given product. (1) Given the product [CH3:1][O:2][C:3](=[O:19])[C:4]1[CH:9]=[CH:8][CH:7]=[CH:6][C:5]=1[NH:10][CH2:11][C:12]1[CH:17]=[CH:16][N:15]=[C:14]([C:22]#[N:24])[CH:13]=1, predict the reactants needed to synthesize it. The reactants are: [CH3:1][O:2][C:3](=[O:19])[C:4]1[CH:9]=[CH:8][CH:7]=[CH:6][C:5]=1[NH:10][CH2:11][C:12]1[CH:17]=[CH:16][N:15]=[C:14](Br)[CH:13]=1.O.C[C:22]([N:24](C)C)=O. (2) Given the product [CH2:3]([S:5](=[N:31][CH3:32])([C:7]1[C:8]([C:17]2[N:29]([CH3:30])[C:20]3=[N:21][CH:22]=[C:23]([C:25]([F:28])([F:27])[F:26])[CH:24]=[C:19]3[N:18]=2)=[N:9][CH:10]=[C:11]([C:13]([F:14])([F:15])[F:16])[CH:12]=1)=[O:6])[CH3:4], predict the reactants needed to synthesize it. The reactants are: [H-].[Na+].[CH2:3]([S:5](=[NH:31])([C:7]1[C:8]([C:17]2[N:29]([CH3:30])[C:20]3=[N:21][CH:22]=[C:23]([C:25]([F:28])([F:27])[F:26])[CH:24]=[C:19]3[N:18]=2)=[N:9][CH:10]=[C:11]([C:13]([F:16])([F:15])[F:14])[CH:12]=1)=[O:6])[CH3:4].[CH3:32]I.